Dataset: Catalyst prediction with 721,799 reactions and 888 catalyst types from USPTO. Task: Predict which catalyst facilitates the given reaction. (1) Reactant: C([N:5]1[C:15](=[O:16])[C:14]2[C:9](=[CH:10][CH:11]=[CH:12][C:13]=2[O:17][CH3:18])[S:6]1(=[O:8])=[O:7])(C)(C)C. Product: [CH3:18][O:17][C:13]1[CH:12]=[CH:11][CH:10]=[C:9]2[C:14]=1[C:15](=[O:16])[NH:5][S:6]2(=[O:8])=[O:7]. The catalyst class is: 55. (2) Reactant: C([N:8]1[CH2:12][C@@H:11]2[C@@H:13]([NH:16][C:17](=[O:32])[C@@H:18]([N:23]([CH3:31])[C:24](=[O:30])[O:25][C:26]([CH3:29])([CH3:28])[CH3:27])[CH2:19][CH:20]([CH3:22])[CH3:21])[CH2:14][CH2:15][C@@H:10]2[CH2:9]1)C1C=CC=CC=1. Product: [CH3:31][N:23]([C@@H:18]([CH2:19][CH:20]([CH3:22])[CH3:21])[C:17]([NH:16][C@@H:13]1[C@@H:11]2[C@@H:10]([CH2:9][NH:8][CH2:12]2)[CH2:15][CH2:14]1)=[O:32])[C:24](=[O:30])[O:25][C:26]([CH3:29])([CH3:28])[CH3:27]. The catalyst class is: 8.